This data is from Peptide-MHC class I binding affinity with 185,985 pairs from IEDB/IMGT. The task is: Regression. Given a peptide amino acid sequence and an MHC pseudo amino acid sequence, predict their binding affinity value. This is MHC class I binding data. (1) The peptide sequence is FRAAVRAHF. The binding affinity (normalized) is 0.0847. The MHC is HLA-A01:01 with pseudo-sequence HLA-A01:01. (2) The peptide sequence is MQDGRFDGI. The MHC is HLA-A02:11 with pseudo-sequence HLA-A02:11. The binding affinity (normalized) is 0.714. (3) The peptide sequence is QNGALAINTF. The MHC is HLA-B08:01 with pseudo-sequence HLA-B08:01. The binding affinity (normalized) is 0.00815.